This data is from Forward reaction prediction with 1.9M reactions from USPTO patents (1976-2016). The task is: Predict the product of the given reaction. (1) Given the reactants [CH3:1][C:2]1[N:6]=[C:5]([CH:7]2[CH2:12][CH2:11][CH2:10][N:9](C(OC(C)(C)C)=O)[CH2:8]2)[O:4][N:3]=1.Cl.C(O)C.CC(OC)(C)C, predict the reaction product. The product is: [CH3:1][C:2]1[N:6]=[C:5]([CH:7]2[CH2:12][CH2:11][CH2:10][NH:9][CH2:8]2)[O:4][N:3]=1. (2) Given the reactants [CH3:1][C@H:2]1[N:7]([CH3:8])[C@@H:6]([CH3:9])[CH2:5][NH:4][CH2:3]1.[C:10](Cl)(Cl)=[O:11].CN(C1C=CC=CN=1)C.[CH2:23]([C:28]1[CH:32]([C:33]2[CH:38]=[CH:37][CH:36]=[CH:35][CH:34]=2)[CH2:31][NH:30][N:29]=1)[CH2:24][CH2:25][CH2:26][CH3:27], predict the reaction product. The product is: [CH3:9][C@H:6]1[N:7]([CH3:8])[C@@H:2]([CH3:1])[CH2:3][N:4]([C:10]([N:30]2[CH2:31][CH:32]([C:33]3[CH:34]=[CH:35][CH:36]=[CH:37][CH:38]=3)[C:28]([CH2:23][CH2:24][CH2:25][CH2:26][CH3:27])=[N:29]2)=[O:11])[CH2:5]1. (3) Given the reactants [CH:1]1([CH2:7][CH2:8][O:9][C:10]2[N:15]=[N:14][C:13]([C:16]3[CH:57]=[CH:56][C:19]([CH2:20][C:21]4[N:22]([C:34]5[CH:39]=[CH:38][C:37]([N:40]6[S:44](=[O:46])(=[O:45])[N:43](COCC[Si](C)(C)C)[C:42](=[O:55])[CH2:41]6)=[CH:36][CH:35]=5)[CH:23]=[C:24]([C:26]5[CH:31]=[CH:30][C:29]([Cl:32])=[CH:28][C:27]=5[Cl:33])[N:25]=4)=[CH:18][CH:17]=3)=[CH:12][CH:11]=2)[CH2:6][CH2:5][CH2:4][CH2:3][CH2:2]1.[F-].C([N+](CCCC)(CCCC)CCCC)CCC, predict the reaction product. The product is: [CH:1]1([CH2:7][CH2:8][O:9][C:10]2[N:15]=[N:14][C:13]([C:16]3[CH:57]=[CH:56][C:19]([CH2:20][C:21]4[N:22]([C:34]5[CH:39]=[CH:38][C:37]([N:40]6[S:44](=[O:45])(=[O:46])[NH:43][C:42](=[O:55])[CH2:41]6)=[CH:36][CH:35]=5)[CH:23]=[C:24]([C:26]5[CH:31]=[CH:30][C:29]([Cl:32])=[CH:28][C:27]=5[Cl:33])[N:25]=4)=[CH:18][CH:17]=3)=[CH:12][CH:11]=2)[CH2:2][CH2:3][CH2:4][CH2:5][CH2:6]1. (4) Given the reactants [Cl:1][C:2]1[C:3]2[N:11]([C:12]3[C:17]([F:18])=[CH:16][CH:15]=[CH:14][C:13]=3[F:19])[N:10]=[C:9]([C:20]3[CH:25]=[CH:24][C:23]([N:26]4[CH2:31][CH2:30][O:29][CH2:28][CH2:27]4)=[CH:22][CH:21]=3)[C:4]=2[C:5](=[O:8])[NH:6][CH:7]=1.Cl, predict the reaction product. The product is: [ClH:1].[Cl:1][C:2]1[C:3]2[N:11]([C:12]3[C:17]([F:18])=[CH:16][CH:15]=[CH:14][C:13]=3[F:19])[N:10]=[C:9]([C:20]3[CH:21]=[CH:22][C:23]([N:26]4[CH2:27][CH2:28][O:29][CH2:30][CH2:31]4)=[CH:24][CH:25]=3)[C:4]=2[C:5](=[O:8])[NH:6][CH:7]=1.